Dataset: Reaction yield outcomes from USPTO patents with 853,638 reactions. Task: Predict the reaction yield, written as a fraction of the theoretical maximum amount of product (1.0 means a 100% yield; for example, 0.34 means a 34% yield). (1) The reactants are [CH2:1]([O:8][C:9]1[CH:10]=[CH:11][C:12]([C:20](=[O:23])[CH2:21][Br:22])=[C:13]2[C:18]=1[NH:17][C:16](=[O:19])[CH:15]=[CH:14]2)[C:2]1[CH:7]=[CH:6][CH:5]=[CH:4][CH:3]=1.O1CCCC1.B.CO. The catalyst is C1(C)C=CC=CC=1. The product is [CH2:1]([O:8][C:9]1[CH:10]=[CH:11][C:12]([C@@H:20]([OH:23])[CH2:21][Br:22])=[C:13]2[C:18]=1[NH:17][C:16](=[O:19])[CH:15]=[CH:14]2)[C:2]1[CH:3]=[CH:4][CH:5]=[CH:6][CH:7]=1. The yield is 0.810. (2) The yield is 0.630. The catalyst is C1(C)C=CC=CC=1. The reactants are [OH:1][C:2]1[CH:7]=[CH:6][C:5]([C:8](=[O:10])[CH3:9])=[C:4]([CH3:11])[CH:3]=1.[Cl:12][C:13]1[CH:18]=[CH:17][CH:16]=[C:15]([Cl:19])[C:14]=1[N:20]1[C:24]([CH2:25]O)=[C:23]([CH:27]([CH3:29])[CH3:28])[N:22]=[N:21]1.C(P(CCCC)CCCC)CCC.C1CCN(C(N=NC(N2CCCCC2)=O)=O)CC1. The product is [Cl:19][C:15]1[CH:16]=[CH:17][CH:18]=[C:13]([Cl:12])[C:14]=1[N:20]1[C:24]([CH2:25][O:1][C:2]2[CH:7]=[CH:6][C:5]([C:8](=[O:10])[CH3:9])=[C:4]([CH3:11])[CH:3]=2)=[C:23]([CH:27]([CH3:29])[CH3:28])[N:22]=[N:21]1. (3) The reactants are [OH:1][C:2]1[CH:26]=[CH:25][C:5]([C:6]([NH:8][CH2:9][C@H:10]([N:15]2[CH2:20][CH2:19][N:18]([S:21]([CH3:24])(=[O:23])=[O:22])[CH2:17][CH2:16]2)[C:11]([O:13][CH3:14])=[O:12])=[O:7])=[CH:4][CH:3]=1.Br[CH2:28][C:29]1[CH:34]=[CH:33][C:32]([O:35][CH3:36])=[CH:31][CH:30]=1. No catalyst specified. The product is [CH3:24][S:21]([N:18]1[CH2:17][CH2:16][N:15]([C@@H:10]([CH2:9][NH:8][C:6](=[O:7])[C:5]2[CH:25]=[CH:26][C:2]([O:1][CH2:28][C:29]3[CH:34]=[CH:33][C:32]([O:35][CH3:36])=[CH:31][CH:30]=3)=[CH:3][CH:4]=2)[C:11]([O:13][CH3:14])=[O:12])[CH2:20][CH2:19]1)(=[O:23])=[O:22]. The yield is 1.00. (4) The reactants are Br[C:2]1[N:6]2[C:7](=[O:20])[CH:8]=[C:9]([CH2:11][O:12][C:13]3[CH:18]=[CH:17][C:16]([F:19])=[CH:15][CH:14]=3)[N:10]=[C:5]2[S:4][C:3]=1[CH3:21].C(=O)([O-])[O-].[Na+].[Na+].[OH:28][CH2:29][C@H:30]1[CH2:32][C@H:31]1[B-](F)(F)F.[K+].C(#N)C. The catalyst is C1C=CC(P(C2C=CC=CC=2)[C-]2C=CC=C2)=CC=1.C1C=CC(P(C2C=CC=CC=2)[C-]2C=CC=C2)=CC=1.Cl[Pd]Cl.[Fe+2].O. The product is [F:19][C:16]1[CH:17]=[CH:18][C:13]([O:12][CH2:11][C:9]2[N:10]=[C:5]3[S:4][C:3]([CH3:21])=[C:2]([CH:31]4[CH2:32][CH:30]4[CH2:29][OH:28])[N:6]3[C:7](=[O:20])[CH:8]=2)=[CH:14][CH:15]=1. The yield is 0.240.